Dataset: Reaction yield outcomes from USPTO patents with 853,638 reactions. Task: Predict the reaction yield, written as a fraction of the theoretical maximum amount of product (1.0 means a 100% yield; for example, 0.34 means a 34% yield). (1) The reactants are Cl.[CH3:2][O:3][C:4]([CH:6]1[CH2:9][NH:8][CH2:7]1)=[O:5].[Cl:10][C:11]1[CH:16]=[CH:15][C:14]([C:17]2([C:21](O)=[O:22])[CH2:20][CH2:19][CH2:18]2)=[CH:13][CH:12]=1.C(N(C(C)C)CC)(C)C.C1CN([P+](Br)(N2CCCC2)N2CCCC2)CC1.F[P-](F)(F)(F)(F)F. The catalyst is C(Cl)Cl. The product is [CH3:2][O:3][C:4]([CH:6]1[CH2:9][N:8]([C:21]([C:17]2([C:14]3[CH:13]=[CH:12][C:11]([Cl:10])=[CH:16][CH:15]=3)[CH2:18][CH2:19][CH2:20]2)=[O:22])[CH2:7]1)=[O:5]. The yield is 0.650. (2) The reactants are [CH3:1][C:2]1([CH3:9])[CH2:7][CH2:6][C:5](=O)[CH2:4][CH2:3]1.CC([O-])(C)C.[K+].CC1C=CC(S([CH2:26][N+:27]#[C-])(=O)=O)=CC=1. The catalyst is C(COC)OC. The product is [CH3:1][C:2]1([CH3:9])[CH2:7][CH2:6][CH:5]([C:26]#[N:27])[CH2:4][CH2:3]1. The yield is 0.570. (3) The reactants are FC(F)(F)C1C=CC(CBr)=CC=1.Br[CH2:14][C:15]1[C:16]2[CH:23]=[C:22]([Cl:24])[CH:21]=[CH:20][C:17]=2[S:18][CH:19]=1.[CH3:25][C:26]1[N:27]=[C:28]([N:36]2[CH2:40][CH2:39][NH:38][C:37]2=[O:41])[S:29][C:30]=1[C:31]([O:33][CH2:34][CH3:35])=[O:32]. No catalyst specified. The product is [Cl:24][C:22]1[CH:21]=[CH:20][C:17]2[S:18][CH:19]=[C:15]([CH2:14][N:38]3[CH2:39][CH2:40][N:36]([C:28]4[S:29][C:30]([C:31]([O:33][CH2:34][CH3:35])=[O:32])=[C:26]([CH3:25])[N:27]=4)[C:37]3=[O:41])[C:16]=2[CH:23]=1. The yield is 0.650. (4) The reactants are [NH2:1][C:2]1[CH:7]=[C:6]([Cl:8])[CH:5]=[CH:4][C:3]=1[SH:9].Br[CH2:11][CH2:12][C:13]1[C:14]([CH3:19])=[N:15][NH:16][C:17]=1[CH3:18].C([O-])([O-])=O.[K+].[K+]. The catalyst is CN(C=O)C. The product is [Cl:8][C:6]1[CH:5]=[CH:4][C:3]([S:9][CH2:11][CH2:12][C:13]2[C:14]([CH3:19])=[N:15][NH:16][C:17]=2[CH3:18])=[C:2]([NH2:1])[CH:7]=1. The yield is 0.740. (5) The reactants are [Cl:1][C:2]1[CH:11]=[CH:10][CH:9]=[C:8]2[C:3]=1[N:4]=[C:5]([C:21]([OH:23])=O)[C:6](=[O:20])[N:7]2[C:12]1[CH:17]=[CH:16][C:15]([O:18][CH3:19])=[CH:14][CH:13]=1.C(Cl)(=O)C(Cl)=O.[C:30]1(=[O:37])[CH2:35][CH2:34][CH2:33][C:32](=[O:36])[CH2:31]1.C(N(CC)CC)C.CC(C)(O)C#N. The catalyst is C(Cl)(Cl)Cl.CN(C)C=O. The product is [Cl:1][C:2]1[CH:11]=[CH:10][CH:9]=[C:8]2[C:3]=1[N:4]=[C:5]([C:21]([C:31]1[C:32](=[O:36])[CH2:33][CH2:34][CH2:35][C:30]=1[OH:37])=[O:23])[C:6](=[O:20])[N:7]2[C:12]1[CH:13]=[CH:14][C:15]([O:18][CH3:19])=[CH:16][CH:17]=1. The yield is 0.700. (6) The reactants are C[O-].[Na+].Cl.[NH2:5][C:6]1[S:7][C:8](Br)=[CH:9][N:10]=1.[C:12]([C:15]1[CH:16]=[C:17]([SH:21])[CH:18]=[CH:19][CH:20]=1)([OH:14])=[O:13].Cl.O1CCOC[CH2:24]1. The catalyst is CO. The product is [CH3:24][O:13][C:12](=[O:14])[C:15]1[CH:20]=[CH:19][CH:18]=[C:17]([S:21][C:8]2[S:7][C:6]([NH2:5])=[N:10][CH:9]=2)[CH:16]=1. The yield is 0.750. (7) The reactants are [CH3:1][O:2][C:3](=[O:13])[CH2:4][C:5]1[CH:10]=[CH:9][C:8]([Cl:11])=[C:7]([Cl:12])[CH:6]=1.[H-].[Na+].Br[CH2:17]COC1CCCCO1. The catalyst is CN(C=O)C. The product is [Cl:12][C:7]1[CH:6]=[C:5]([CH:4]2[CH2:17][CH2:1][O:2][C:3]2=[O:13])[CH:10]=[CH:9][C:8]=1[Cl:11]. The yield is 0.580.